Dataset: Catalyst prediction with 721,799 reactions and 888 catalyst types from USPTO. Task: Predict which catalyst facilitates the given reaction. (1) Reactant: [NH2:1][C:2]1[C:6]([C:7]([O:9][CH2:10][CH3:11])=[O:8])=[CH:5][N:4]([CH:12]2[CH2:16][CH2:15][CH2:14][CH2:13]2)[N:3]=1.[CH3:17][O:18][C:19]1[CH:28]=[CH:27][C:22]([CH2:23][N:24]=[C:25]=[O:26])=[CH:21][CH:20]=1.C(N(CC)CC)C. Product: [CH:12]1([N:4]2[CH:5]=[C:6]([C:7]([O:9][CH2:10][CH3:11])=[O:8])[C:2]([NH:1][C:25]([NH:24][CH2:23][C:22]3[CH:27]=[CH:28][C:19]([O:18][CH3:17])=[CH:20][CH:21]=3)=[O:26])=[N:3]2)[CH2:16][CH2:15][CH2:14][CH2:13]1. The catalyst class is: 11. (2) The catalyst class is: 11. Reactant: [F:1][C:2]1[CH:9]=[CH:8][C:7]([CH:10]=[O:11])=[CH:6][C:3]=1[C:4]#[N:5].[CH2:12]([C:14]([CH2:19][CH3:20])([CH2:17]O)[CH2:15][OH:16])[CH3:13].O.C1(C)C=CC(S(O)(=O)=O)=CC=1. Product: [CH2:12]([C:14]1([CH2:19][CH3:20])[CH2:15][O:16][CH:10]([C:7]2[CH:8]=[CH:9][C:2]([F:1])=[C:3]([C:4]#[N:5])[CH:6]=2)[O:11][CH2:17]1)[CH3:13]. (3) Reactant: [C:1]([NH:8][C@H:9]([C:14]([OH:16])=[O:15])[CH2:10][C:11]([OH:13])=[O:12])([O:3][C:4]([CH3:7])([CH3:6])[CH3:5])=[O:2].C(Cl)Cl.Cl.C(N=C=N[CH2:26][CH2:27][CH2:28]N(C)C)C.[CH3:32][C:33]1[CH2:38][CH2:37][CH2:36][C:35]([CH3:40])([CH3:39])[C:34]=1/[CH:41]=[CH:42]/[C:43](/[CH3:52])=[CH:44]/[CH:45]=[CH:46]/[C:47](/[CH3:51])=[CH:48]/[CH2:49]O. Product: [CH3:51]/[C:47](/[CH:46]=[CH:45]/[CH:44]=[C:27](\[CH3:26])/[CH:28]=[CH:41]/[C:34]1[C:35]([CH3:39])([CH3:40])[CH2:36][CH2:37][CH2:38][C:33]=1[CH3:32])=[CH:48]\[CH2:49][O:15][C:14](=[O:16])[C@@H:9]([NH:8][C:1]([O:3][C:4]([CH3:7])([CH3:6])[CH3:5])=[O:2])[CH2:10][C:11]([O:13][CH2:49]/[CH:48]=[C:47](\[CH3:51])/[CH:46]=[CH:45]/[CH:44]=[C:43](\[CH3:52])/[CH:42]=[CH:41]/[C:34]1[C:35]([CH3:40])([CH3:39])[CH2:36][CH2:37][CH2:38][C:33]=1[CH3:32])=[O:12]. The catalyst class is: 9. (4) Reactant: [CH2:1]1[C:5]2[CH:6]=[CH:7][CH:8]=[C:9]([O:10][C:11]3[CH:16]=[CH:15][C:14]([NH:17][C:18](=[O:22])[C@@H:19]([CH3:21])[NH2:20])=[CH:13][CH:12]=3)[C:4]=2[CH2:3][O:2]1.Cl[C:24](Cl)([O:26]C(=O)OC(Cl)(Cl)Cl)Cl.C([O-])(O)=O.[Na+]. The catalyst class is: 4. Product: [CH2:1]1[C:5]2[CH:6]=[CH:7][CH:8]=[C:9]([O:10][C:11]3[CH:12]=[CH:13][C:14]([N:17]4[C:18](=[O:22])[C@@H:19]([CH3:21])[NH:20][C:24]4=[O:26])=[CH:15][CH:16]=3)[C:4]=2[CH2:3][O:2]1. (5) The catalyst class is: 874. Product: [CH:21]1([C:13]2[C:12]([N:24]([CH2:29][CH2:30][CH2:31][OH:32])[S:25]([CH3:28])(=[O:26])=[O:27])=[CH:11][C:10]3[C:15](=[C:16]([C:17]([NH:19][CH3:20])=[O:18])[N:8]([C:5]4[CH:4]=[CH:3][C:2]([CH:33]5[CH2:35][CH2:34]5)=[CH:7][CH:6]=4)[N:9]=3)[CH:14]=2)[CH2:23][CH2:22]1. Reactant: Br[C:2]1[CH:7]=[CH:6][C:5]([N:8]2[C:16]([C:17]([NH:19][CH3:20])=[O:18])=[C:15]3[C:10]([CH:11]=[C:12]([N:24]([CH2:29][CH2:30][CH2:31][OH:32])[S:25]([CH3:28])(=[O:27])=[O:26])[C:13]([CH:21]4[CH2:23][CH2:22]4)=[CH:14]3)=[N:9]2)=[CH:4][CH:3]=1.[CH:33]1(B(O)O)[CH2:35][CH2:34]1.P([O-])([O-])([O-])=O.[K+].[K+].[K+].C1(P(C2CCCCC2)C2CCCCC2)CCCCC1. (6) The catalyst class is: 24. Product: [CH:20]([C:11]1[CH:12]=[C:13]2[C:8](=[CH:9][CH:10]=1)[N:7]=[CH:6][C:5]([C:3]([OH:2])=[O:4])=[C:14]2[O:15][CH3:16])=[O:22]. Reactant: C[O:2][C:3]([C:5]1[CH:6]=[N:7][C:8]2[C:13]([C:14]=1[O:15][CH3:16])=[CH:12][C:11](I)=[CH:10][CH:9]=2)=[O:4].[OH-].[Na+].[C:20](O)(=[O:22])C. (7) The catalyst class is: 17. Reactant: [CH2:1]([O:8][C:9]1[C:14]([CH:15]=O)=[CH:13][N:12]=[C:11]([S:17][CH3:18])[N:10]=1)[C:2]1[CH:7]=[CH:6][CH:5]=[CH:4][CH:3]=1.Cl.[NH2:20][OH:21].C(OCC)(=O)C.O. Product: [CH2:1]([O:8][C:9]1[C:14]([CH:15]=[N:20][OH:21])=[CH:13][N:12]=[C:11]([S:17][CH3:18])[N:10]=1)[C:2]1[CH:7]=[CH:6][CH:5]=[CH:4][CH:3]=1.